Dataset: Reaction yield outcomes from USPTO patents with 853,638 reactions. Task: Predict the reaction yield, written as a fraction of the theoretical maximum amount of product (1.0 means a 100% yield; for example, 0.34 means a 34% yield). (1) The reactants are [CH:1]([C:4]1[CH:5]=[C:6]([C:12]([OH:14])=O)[S:7][C:8]=1[CH:9]([CH3:11])[CH3:10])([CH3:3])[CH3:2].[NH2:15][C:16]1[CH:17]=[CH:18][C:19]([C:22]([O:24][CH3:25])=[O:23])=[N:20][CH:21]=1. No catalyst specified. The product is [CH:1]([C:4]1[CH:5]=[C:6]([C:12]([NH:15][C:16]2[CH:17]=[CH:18][C:19]([C:22]([O:24][CH3:25])=[O:23])=[N:20][CH:21]=2)=[O:14])[S:7][C:8]=1[CH:9]([CH3:10])[CH3:11])([CH3:2])[CH3:3]. The yield is 0.670. (2) The yield is 0.960. The reactants are [CH3:1][C:2]1[CH:7]=[C:6]([CH3:8])[CH:5]=[C:4]([CH3:9])[C:3]=1[S:10](Cl)(=[O:12])=[O:11].[OH-:14].[Na+].[CH3:16]O. The product is [CH3:1][C:2]1[CH:7]=[C:6]([CH3:8])[CH:5]=[C:4]([CH3:9])[C:3]=1[S:10]([O:12][CH3:16])(=[O:14])=[O:11]. No catalyst specified.